This data is from Experimentally validated miRNA-target interactions with 360,000+ pairs, plus equal number of negative samples. The task is: Binary Classification. Given a miRNA mature sequence and a target amino acid sequence, predict their likelihood of interaction. (1) The miRNA is hsa-miR-6773-5p with sequence UUGGGCCCAGGAGUAAACAGGAU. The protein sequence of the target gene is MHQRHPRARCPPLCVAGILACGFLLGCWGPSHFQQSCLQALEPQAVSSYLSPGAPLKGRPPSPGFQRQRQRQRRAAGGILHLELLVAVGPDVFQAHQEDTERYVLTNLNIGAELLRDPSLGAQFRVHLVKMVILTEPEGAPNITANLTSSLLSVCGWSQTINPEDDTDPGHADLVLYITRFDLELPDGNRQVRGVTQLGGACSPTWSCLITEDTGFDLGVTIAHEIGHSFGLEHDGAPGSGCGPSGHVMASDGAAPRAGLAWSPCSRRQLLSLLSAGRARCVWDPPRPQPGSAGHPPDAQ.... Result: 1 (interaction). (2) The miRNA is hsa-miR-4724-5p with sequence AACUGAACCAGGAGUGAGCUUCG. The protein sequence of the target gene is MGENADGDQVMENLLQLRCHFTWKLLFENNDIPDLEVRISEQVQFLDIKNPLGMHNLLAYVRHLKGQQDEALQSLKEAEALIQSEQLSKRSLATWGNCAWLHYHRGSLAEAQIYLDKVEKVCKEFSSPFRYRLECAEMDCEEGWALLKCGGGNYKQAMACFAKALKVEPENPEYNTGYAVVAYRQDLDDNFISLEPLRKAVRLNPEDPYLKVLLALKLQDLGEHVEAEAHIEEALSSTSCQSYVIRYAAKYFRRKHRVDKALHLLNRALQASPSSGYLHYQKGLCYKQQISQLRTSRNRQ.... Result: 0 (no interaction). (3) The miRNA is mmu-miR-301b-3p with sequence CAGUGCAAUGGUAUUGUCAAAGC. The protein sequence of the target gene is MARSVRVLVDMDGVLADFEAGLLRGFRRRFPEEPHVPLEQRRGFLAREQYRALRPDLADKVASVYEAPGFFLDLEPIPGALDAVREMNDLPDTQVFICTSPLLKYHHCVGEKYRWVEQHLGPQFVERIILTRDKTVVLGDLLIDDKDTVRGQEETPSWEHILFTCCHNRHLVLPPTRRRLLSWSDNWREILDSKRGAAQRE. Result: 0 (no interaction).